Dataset: Serine/threonine kinase 33 screen with 319,792 compounds. Task: Binary Classification. Given a drug SMILES string, predict its activity (active/inactive) in a high-throughput screening assay against a specified biological target. (1) The molecule is O=C(C1CCCN(C1)C(=O)c1c(cccc1)C(OC)=O)c1cc(OC)c(OC)cc1. The result is 0 (inactive). (2) The drug is Clc1c(COC(=O)CCc2[nH]c3c(c(=O)n2)cccc3)ccc(Cl)c1. The result is 0 (inactive). (3) The compound is Clc1cc(NC(=S)N(Cc2ccc(cc2)C)Cc2cccnc2)c(cc1)C. The result is 0 (inactive). (4) The compound is Clc1c(CNC(=O)CCCC)cccc1. The result is 0 (inactive). (5) The compound is Oc1n(c2n(nc(c(=O)c2)c2ccccc2)c(=O)c1Cc1ccccc1)c1ccc(OC)cc1. The result is 0 (inactive). (6) The drug is Fc1c(COc2c(CNc3cc4[nH]c(=O)[nH]c4cc3)cccc2OC)cccc1. The result is 0 (inactive).